Dataset: Peptide-MHC class I binding affinity with 185,985 pairs from IEDB/IMGT. Task: Regression. Given a peptide amino acid sequence and an MHC pseudo amino acid sequence, predict their binding affinity value. This is MHC class I binding data. (1) The peptide sequence is LYKLMGHFSW. The MHC is Patr-A0901 with pseudo-sequence Patr-A0901. The binding affinity (normalized) is 0.227. (2) The peptide sequence is CPDRQAGFL. The MHC is Mamu-A2201 with pseudo-sequence Mamu-A2201. The binding affinity (normalized) is 0.216. (3) The peptide sequence is TSETFSMGL. The MHC is HLA-A01:01 with pseudo-sequence HLA-A01:01. The binding affinity (normalized) is 0.173. (4) The peptide sequence is KFGYGAKDVR. The MHC is Patr-A0401 with pseudo-sequence Patr-A0401. The binding affinity (normalized) is 0.623. (5) The peptide sequence is GHHTNFESF. The MHC is HLA-A29:02 with pseudo-sequence HLA-A29:02. The binding affinity (normalized) is 0.0497. (6) The peptide sequence is ELYMYFNHV. The MHC is HLA-B15:01 with pseudo-sequence HLA-B15:01. The binding affinity (normalized) is 0.335. (7) The peptide sequence is KAIDFLLRR. The MHC is HLA-A11:01 with pseudo-sequence HLA-A11:01. The binding affinity (normalized) is 0.268. (8) The peptide sequence is LPSSSSYSY. The MHC is HLA-A02:16 with pseudo-sequence HLA-A02:16. The binding affinity (normalized) is 0.0847. (9) The peptide sequence is ILYNEYNFV. The MHC is HLA-A30:01 with pseudo-sequence HLA-A30:01. The binding affinity (normalized) is 0.0847. (10) The binding affinity (normalized) is 0.00358. The MHC is HLA-B53:01 with pseudo-sequence HLA-B53:01. The peptide sequence is FNVRPQVPL.